This data is from Catalyst prediction with 721,799 reactions and 888 catalyst types from USPTO. The task is: Predict which catalyst facilitates the given reaction. Reactant: [N:1]1([C:6]2[CH:11]=[CH:10][C:9]([C:12](=[O:28])[CH2:13][C:14]([C:20]3[CH:25]=[C:24]([Cl:26])[CH:23]=[C:22]([Cl:27])[CH:21]=3)(O)[C:15]([F:18])([F:17])[F:16])=[CH:8][CH:7]=2)[CH:5]=[CH:4][N:3]=[CH:2]1.S(Cl)(Cl)=O.N1C=CC=CC=1.Cl. Product: [N:1]1([C:6]2[CH:7]=[CH:8][C:9]([C:12](=[O:28])[CH:13]=[C:14]([C:20]3[CH:25]=[C:24]([Cl:26])[CH:23]=[C:22]([Cl:27])[CH:21]=3)[C:15]([F:17])([F:18])[F:16])=[CH:10][CH:11]=2)[CH:5]=[CH:4][N:3]=[CH:2]1. The catalyst class is: 226.